This data is from Full USPTO retrosynthesis dataset with 1.9M reactions from patents (1976-2016). The task is: Predict the reactants needed to synthesize the given product. (1) Given the product [O:1]1[C:5]2[CH:6]=[CH:7][C:8]([CH:10]3[C:18]4[C:13](=[CH:14][CH:15]=[CH:16][CH:17]=4)[N:12]([CH2:19][CH2:20][CH:21]4[CH2:23][CH2:22]4)[C:11]3=[O:27])=[CH:9][C:4]=2[O:3][CH2:2]1, predict the reactants needed to synthesize it. The reactants are: [O:1]1[C:5]2[CH:6]=[CH:7][C:8]([C:10]3(O)[C:18]4[C:13](=[CH:14][CH:15]=[CH:16][CH:17]=4)[N:12]([CH2:19][C:20]4C=C[C:23](Cl)=[CH:22][CH:21]=4)[C:11]3=[O:27])=[CH:9][C:4]=2[O:3][CH2:2]1.O1C2C=CC(C3(O)C4C(=CC=CC=4)N(CCC4CC4)C3=O)=CC=2OC1. (2) Given the product [CH2:19]([CH:21]1[NH:22][C:23]2[C:28](=[CH:27][C:26]([C:31]([F:33])([F:34])[F:32])=[CH:25][CH:24]=2)[N:29]([CH:2]([C:3]2[N:4]=[N:5][N:6]([CH3:8])[N:7]=2)[C:9]2[CH:14]=[CH:13][CH:12]=[C:11]([C:15]([F:18])([F:17])[F:16])[CH:10]=2)[CH2:30]1)[CH3:20], predict the reactants needed to synthesize it. The reactants are: Cl[CH:2]([C:9]1[CH:14]=[CH:13][CH:12]=[C:11]([C:15]([F:18])([F:17])[F:16])[CH:10]=1)[C:3]1[N:4]=[N:5][N:6]([CH3:8])[N:7]=1.[CH2:19]([C@H:21]1[CH2:30][NH:29][C:28]2[C:23](=[CH:24][CH:25]=[C:26]([C:31]([F:34])([F:33])[F:32])[CH:27]=2)[NH:22]1)[CH3:20].C(OC(N1C2C(=CC=CC=2)N(C(C2C=C(C(F)(F)F)C=C(C(F)(F)F)C=2)C2N=NN(C)N=2)CC1CC)=O)C. (3) Given the product [CH2:39]([O:47][C:48]([C@:50]1([NH:55][C:36]([C:34]2[CH:33]=[N:32][CH:31]=[N:30][CH:35]=2)=[O:38])[CH2:54][CH2:53][O:52][CH2:51]1)=[O:49])[CH2:40][C:41]1[CH:42]=[CH:43][CH:44]=[CH:45][CH:46]=1, predict the reactants needed to synthesize it. The reactants are: CN1CCOCC1.CN(C(ON1N=NC2C=CC=CC1=2)=[N+](C)C)C.[B-](F)(F)(F)F.[N:30]1[CH:35]=[C:34]([C:36]([OH:38])=O)[CH:33]=[N:32][CH:31]=1.[CH2:39]([O:47][C:48]([C@:50]1([NH2:55])[CH2:54][CH2:53][O:52][CH2:51]1)=[O:49])[CH2:40][C:41]1[CH:46]=[CH:45][CH:44]=[CH:43][CH:42]=1. (4) Given the product [F:19][C:11]1[CH:10]=[CH:9][C:8]([C:22]2[N:26]3[N:27]=[CH:28][C:29]([C:31]([F:32])([F:33])[F:34])=[N:30][C:25]3=[N:24][CH:23]=2)=[CH:13][C:12]=1[N:14]1[CH:18]=[CH:17][N:16]=[CH:15]1, predict the reactants needed to synthesize it. The reactants are: CC1(C)COB([C:8]2[CH:9]=[CH:10][C:11]([F:19])=[C:12]([N:14]3[CH:18]=[CH:17][N:16]=[CH:15]3)[CH:13]=2)OC1.Br[C:22]1[N:26]2[N:27]=[CH:28][C:29]([C:31]([F:34])([F:33])[F:32])=[N:30][C:25]2=[N:24][CH:23]=1.C([O-])([O-])=O.[Na+].[Na+]. (5) Given the product [N:1]1[CH:6]=[CH:5][CH:4]=[CH:3][C:2]=1[C:7]1[S:9][CH:11]=[C:12]([C:13]([O:15][CH2:16][CH3:17])=[O:14])[N:8]=1, predict the reactants needed to synthesize it. The reactants are: [N:1]1[CH:6]=[CH:5][CH:4]=[CH:3][C:2]=1[C:7](=[S:9])[NH2:8].Br[CH2:11][C:12](=O)[C:13]([O:15][CH2:16][CH3:17])=[O:14]. (6) Given the product [C:38]([N:4]1[C:5]2[C:10](=[CH:9][C:8]([C:25](=[O:28])[NH:26][CH3:27])=[CH:7][CH:6]=2)[C@H:11]([NH:14][C:15](=[O:24])[O:16][CH2:17][C:18]2[CH:23]=[CH:22][CH:21]=[CH:20][CH:19]=2)[C@@H:12]([CH3:13])[C@@H:3]1[CH2:1][CH3:2])(=[O:40])[CH3:39], predict the reactants needed to synthesize it. The reactants are: [CH2:1]([C@H:3]1[C@H:12]([CH3:13])[C@@H:11]([NH:14][C:15](=[O:24])[O:16][CH2:17][C:18]2[CH:23]=[CH:22][CH:21]=[CH:20][CH:19]=2)[C:10]2[C:5](=[CH:6][CH:7]=[C:8]([C:25](=[O:28])[NH:26][CH3:27])[CH:9]=2)[NH:4]1)[CH3:2].CCN(C(C)C)C(C)C.[C:38](Cl)(=[O:40])[CH3:39]. (7) Given the product [NH2:1][C:2]1[C:3]2[C:29]([CH3:36])([C:30]([NH:32][CH:33]3[CH2:35][CH2:34]3)=[O:31])[C:28](=[O:37])[NH:27][C:4]=2[N:5]=[C:6]([C:8]2[C:16]3[C:11](=[N:12][C:13]([O:39][CH3:38])=[CH:14][CH:15]=3)[N:10]([CH2:18][CH2:19][C:20]([F:26])([F:25])[C:21]([F:24])([F:23])[F:22])[N:9]=2)[N:7]=1, predict the reactants needed to synthesize it. The reactants are: [NH2:1][C:2]1[C:3]2[C:29]([CH3:36])([C:30]([NH:32][CH:33]3[CH2:35][CH2:34]3)=[O:31])[C:28](=[O:37])[NH:27][C:4]=2[N:5]=[C:6]([C:8]2[C:16]3[C:11](=[N:12][C:13](Cl)=[CH:14][CH:15]=3)[N:10]([CH2:18][CH2:19][C:20]([F:26])([F:25])[C:21]([F:24])([F:23])[F:22])[N:9]=2)[N:7]=1.[CH3:38][O-:39].[Na+].Cl. (8) Given the product [NH:8]1[CH2:14][CH2:13][CH2:12][C@@H:11]([O:15][C:16]2[CH:21]=[C:20]([F:22])[CH:19]=[CH:18][C:17]=2[C:23]([N:25]2[CH2:39][C:28]3=[C:29]4[N:34]([N:35]=[C:27]3[CH2:26]2)[C:33]([CH3:36])=[C:32]([Cl:37])[C:31]([CH3:38])=[N:30]4)=[O:24])[CH2:10][CH2:9]1, predict the reactants needed to synthesize it. The reactants are: C(OC([N:8]1[CH2:14][CH2:13][CH2:12][C@@H:11]([O:15][C:16]2[CH:21]=[C:20]([F:22])[CH:19]=[CH:18][C:17]=2[C:23]([N:25]2[CH2:39][C:28]3=[C:29]4[N:34]([N:35]=[C:27]3[CH2:26]2)[C:33]([CH3:36])=[C:32]([Cl:37])[C:31]([CH3:38])=[N:30]4)=[O:24])[CH2:10][CH2:9]1)=O)(C)(C)C.Cl. (9) Given the product [CH2:1]([O:3][C:4]([C:6]1([C:9]2[CH:10]=[CH:11][C:12]([C:15]3[CH:20]=[CH:19][C:18]([C:21]4[O:25][N:24]=[C:23]([CH3:26])[C:22]=4[CH:27]([OH:28])[C:30]4[CH:35]=[CH:34][CH:33]=[C:32]([C:36]5[CH:37]=[CH:38][CH:39]=[CH:40][CH:41]=5)[N:31]=4)=[CH:17][CH:16]=3)=[CH:13][CH:14]=2)[CH2:8][CH2:7]1)=[O:5])[CH3:2], predict the reactants needed to synthesize it. The reactants are: [CH2:1]([O:3][C:4]([C:6]1([C:9]2[CH:14]=[CH:13][C:12]([C:15]3[CH:20]=[CH:19][C:18]([C:21]4[O:25][N:24]=[C:23]([CH3:26])[C:22]=4[CH:27]=[O:28])=[CH:17][CH:16]=3)=[CH:11][CH:10]=2)[CH2:8][CH2:7]1)=[O:5])[CH3:2].Br[C:30]1[CH:35]=[CH:34][CH:33]=[C:32]([C:36]2[CH:41]=[CH:40][CH:39]=[CH:38][CH:37]=2)[N:31]=1.